The task is: Predict the reaction yield, written as a fraction of the theoretical maximum amount of product (1.0 means a 100% yield; for example, 0.34 means a 34% yield).. This data is from Reaction yield outcomes from USPTO patents with 853,638 reactions. (1) The reactants are O.[OH-].[Li+].[C:4]1([C@@H:10]([CH2:17][C:18]2[CH:23]=[CH:22][C:21]([O:24][CH2:25][CH2:26][C:27]3[CH:32]=[CH:31][CH:30]=[C:29]([NH:33][CH3:34])[N:28]=3)=[CH:20][CH:19]=2)[CH2:11][C:12]([O:14]CC)=[O:13])[CH:9]=[CH:8][CH:7]=[CH:6][CH:5]=1. The catalyst is O.C1COCC1. The product is [C:4]1([C@@H:10]([CH2:17][C:18]2[CH:23]=[CH:22][C:21]([O:24][CH2:25][CH2:26][C:27]3[CH:32]=[CH:31][CH:30]=[C:29]([NH:33][CH3:34])[N:28]=3)=[CH:20][CH:19]=2)[CH2:11][C:12]([OH:14])=[O:13])[CH:9]=[CH:8][CH:7]=[CH:6][CH:5]=1. The yield is 0.410. (2) The reactants are [CH:1]([P:3](=[O:9])([CH:7]=[CH2:8])[CH:4]([CH3:6])[CH3:5])=[CH2:2].C1COCC1.[CH2:15]([NH2:22])[C:16]1[CH:21]=[CH:20][CH:19]=[CH:18][CH:17]=1. The catalyst is O. The product is [CH2:15]([N:22]1[CH2:8][CH2:7][P:3](=[O:9])([CH:4]([CH3:6])[CH3:5])[CH2:1][CH2:2]1)[C:16]1[CH:21]=[CH:20][CH:19]=[CH:18][CH:17]=1. The yield is 0.630. (3) The reactants are [F:1][C:2]([F:17])([F:16])[C:3]1[CH:8]=[CH:7][CH:6]=[CH:5][C:4]=1[C:9]1([OH:15])[CH2:14][CH2:13][NH:12][CH2:11][CH2:10]1.CCN(C(C)C)C(C)C.[C:27](O[C:27]([O:29][C:30]([CH3:33])([CH3:32])[CH3:31])=[O:28])([O:29][C:30]([CH3:33])([CH3:32])[CH3:31])=[O:28]. The catalyst is C(Cl)Cl.[NH4+].[Cl-]. The product is [OH:15][C:9]1([C:4]2[CH:5]=[CH:6][CH:7]=[CH:8][C:3]=2[C:2]([F:1])([F:16])[F:17])[CH2:14][CH2:13][N:12]([C:27]([O:29][C:30]([CH3:33])([CH3:32])[CH3:31])=[O:28])[CH2:11][CH2:10]1. The yield is 0.850. (4) The product is [C:28]([O:32][C:33](=[O:47])[N:34]([CH2:39][C:40]1[CH:45]=[CH:44][C:43]([C:7]2[CH:6]=[CH:5][C:4]([N:17]3[CH2:21][C@H:20]([CH2:22][NH:23][C:24](=[O:26])[CH3:25])[O:19][C:18]3=[O:27])=[CH:3][C:2]=2[F:1])=[CH:42][CH:41]=1)[CH2:35][CH2:36][CH2:37][F:38])([CH3:31])([CH3:29])[CH3:30]. The reactants are [F:1][C:2]1[CH:3]=[C:4]([N:17]2[CH2:21][C@H:20]([CH2:22][NH:23][C:24](=[O:26])[CH3:25])[O:19][C:18]2=[O:27])[CH:5]=[CH:6][C:7]=1B1OC(C)(C)C(C)(C)O1.[C:28]([O:32][C:33](=[O:47])[N:34]([CH2:39][C:40]1[CH:45]=[CH:44][C:43](Br)=[CH:42][CH:41]=1)[CH2:35][CH2:36][CH2:37][F:38])([CH3:31])([CH3:30])[CH3:29].CCO.C(=O)([O-])[O-].[K+].[K+]. The catalyst is O1CCOCC1.C1C=CC(P(C2C=CC=CC=2)[C-]2C=CC=C2)=CC=1.C1C=CC(P(C2C=CC=CC=2)[C-]2C=CC=C2)=CC=1.Cl[Pd]Cl.[Fe+2].O. The yield is 0.910. (5) The reactants are [NH:1]1[CH2:6][CH2:5][CH2:4][CH:3]([CH2:7][OH:8])[CH2:2]1.C(N(CC)CC)C.[C:16]([Si:20]([CH3:23])([CH3:22])Cl)([CH3:19])([CH3:18])[CH3:17]. The catalyst is C(Cl)Cl. The product is [C:16]([Si:20]([CH3:23])([CH3:22])[O:8][CH2:7][CH:3]1[CH2:4][CH2:5][CH2:6][NH:1][CH2:2]1)([CH3:19])([CH3:18])[CH3:17]. The yield is 0.600. (6) The reactants are [F:1][C:2]1[CH:3]=[CH:4][C:5]([C@@H:8]2[CH2:12][NH:11][CH2:10][C@H:9]2[C:13]([O:15][CH3:16])=[O:14])=[N:6][CH:7]=1.[CH3:17][C:18]([O:21][C:22](O[C:22]([O:21][C:18]([CH3:20])([CH3:19])[CH3:17])=[O:23])=[O:23])([CH3:20])[CH3:19].C(N(CC)CC)C. The catalyst is ClCCl.O. The product is [F:1][C:2]1[CH:3]=[CH:4][C:5]([C@@H:8]2[CH2:12][N:11]([C:22]([O:21][C:18]([CH3:20])([CH3:19])[CH3:17])=[O:23])[CH2:10][C@H:9]2[C:13]([O:15][CH3:16])=[O:14])=[N:6][CH:7]=1. The yield is 0.740. (7) The reactants are [CH3:1][C:2]1([CH3:39])[CH2:13][C:12]2[CH:11]=[C:10]3[N:5]([CH2:6][CH2:7][N:8]([C:15]4[C:20]([CH:21]=[O:22])=[C:19]([C:23]5[CH:28]=[C:27]([NH:29][C:30]6[CH:35]=[C:34]([CH3:36])[N:33]=[CH:32][N:31]=6)[C:26](=[O:37])[N:25]([CH3:38])[CH:24]=5)[CH:18]=[CH:17][N:16]=4)[C:9]3=[O:14])[C:4]=2[CH2:3]1. The catalyst is O. The product is [OH:22][CH2:21][C:20]1[C:15]([N:8]2[CH2:7][CH2:6][N:5]3[C:4]4[CH2:3][C:2]([CH3:1])([CH3:39])[CH2:13][C:12]=4[CH:11]=[C:10]3[C:9]2=[O:14])=[N:16][CH:17]=[CH:18][C:19]=1[C:23]1[CH:28]=[C:27]([NH:29][C:30]2[CH:35]=[C:34]([CH3:36])[N:33]=[CH:32][N:31]=2)[C:26](=[O:37])[N:25]([CH3:38])[CH:24]=1. The yield is 0.320.